The task is: Predict which catalyst facilitates the given reaction.. This data is from Catalyst prediction with 721,799 reactions and 888 catalyst types from USPTO. Reactant: [CH2:1]([O:8][C:9]1[C:18]([N:19]([CH3:21])[CH3:20])=[CH:17][CH:16]=[CH:15][C:10]=1[C:11](OC)=[O:12])[C:2]1[CH:7]=[CH:6][CH:5]=[CH:4][CH:3]=1.[Li+].[BH4-]. Product: [CH2:1]([O:8][C:9]1[C:18]([N:19]([CH3:20])[CH3:21])=[CH:17][CH:16]=[CH:15][C:10]=1[CH2:11][OH:12])[C:2]1[CH:3]=[CH:4][CH:5]=[CH:6][CH:7]=1. The catalyst class is: 7.